Dataset: Reaction yield outcomes from USPTO patents with 853,638 reactions. Task: Predict the reaction yield, written as a fraction of the theoretical maximum amount of product (1.0 means a 100% yield; for example, 0.34 means a 34% yield). (1) The product is [OH:23][C:18]1[CH:19]=[CH:20][CH:21]=[CH:22][C:17]=1[C:5]1[N:6]=[C:7]2[C:2]([N:1]=[CH:9][N:8]2[C:82]2[CH:83]=[CH:84][CH:85]=[CH:86][C:87]=2[O:88][CH3:89])=[C:3]([C:24]([NH2:29])=[O:26])[N:4]=1. The catalyst is O1CCCC1.O.C([O-])(=O)C.[Pd+2].C([O-])(=O)C.CCOC(C)=O. The reactants are [NH2:1][C:2]1[C:3]([C:24]([O:26]CC)=O)=[N:4][C:5]([C:17]2[CH:22]=[CH:21][CH:20]=[CH:19][C:18]=2[OH:23])=[N:6][C:7]=1[NH:8][C:9]1C=CC=CC=1OC.[NH2:29]C1C(C(OCC)=O)=NC(Cl)=NC=1NC1C=CC=CC=1OC.OC1C=C(B(O)O)C=CC=1.P([O-])([O-])([O-])=O.[K+].[K+].[K+].C1(P(C2CCCCC2)C2C=CC=CC=2[C:82]2[C:87]([O:88][CH3:89])=[CH:86][CH:85]=[CH:84][C:83]=2OC)CCCCC1. The yield is 0.500. (2) The product is [Cl:8][C:9]1[CH:10]=[CH:11][CH:12]=[C:13]2[C:17]=1[NH:16][CH:15]=[C:14]2[C:25](=[O:26])[CH:27]([NH:34][C:35]1[CH:40]=[CH:39][N:38]=[C:37]([O:41][CH3:42])[CH:36]=1)[C:28]1[CH:29]=[CH:30][CH:31]=[CH:32][CH:33]=1. The catalyst is [Cl-].C([N+]1C(C)=C(CCO)SC=1)C1C=CC=CC=1.C(O)C. The reactants are C(N(CC)CC)C.[Cl:8][C:9]1[CH:10]=[CH:11][CH:12]=[C:13]2[C:17]=1[N:16](C(OC(C)(C)C)=O)[CH:15]=[C:14]2[CH:25]=[O:26].[CH:27](=[N:34][C:35]1[CH:40]=[CH:39][N:38]=[C:37]([O:41][CH3:42])[CH:36]=1)[C:28]1[CH:33]=[CH:32][CH:31]=[CH:30][CH:29]=1. The yield is 0.210.